From a dataset of Catalyst prediction with 721,799 reactions and 888 catalyst types from USPTO. Predict which catalyst facilitates the given reaction. (1) Reactant: [Cl:1][C:2]1[CH:7]=[CH:6][C:5]([C:8]2[C:13]([CH:14]([CH2:19][CH2:20][CH3:21])[C:15]([O:17]C)=[O:16])=[C:12]([CH3:22])[N:11]=[C:10]([C:23]3[CH:28]=[CH:27][CH:26]=[CH:25][CH:24]=3)[N:9]=2)=[C:4]([F:29])[CH:3]=1.[OH-].[Na+]. Product: [Cl:1][C:2]1[CH:7]=[CH:6][C:5]([C:8]2[C:13]([CH:14]([CH2:19][CH2:20][CH3:21])[C:15]([OH:17])=[O:16])=[C:12]([CH3:22])[N:11]=[C:10]([C:23]3[CH:24]=[CH:25][CH:26]=[CH:27][CH:28]=3)[N:9]=2)=[C:4]([F:29])[CH:3]=1. The catalyst class is: 5. (2) Reactant: [C:1]([O:6][CH2:7][CH2:8][N:9]=[C:10]=[O:11])(=[O:5])[C:2]([CH3:4])=[CH2:3].[CH2:12]([O:14][P:15]([CH2:20][CH2:21][NH2:22])(=[O:19])[O:16][CH2:17][CH3:18])[CH3:13]. Product: [CH2:17]([O:16][P:15]([CH2:20][CH2:21][NH:22][C:10]([NH:9][CH2:8][CH2:7][O:6][C:1](=[O:5])[C:2]([CH3:4])=[CH2:3])=[O:11])(=[O:19])[O:14][CH2:12][CH3:13])[CH3:18]. The catalyst class is: 2. (3) Reactant: [NH2:1][C:2]1[CH:7]=[CH:6][CH:5]=[C:4]([Br:8])[N:3]=1.[CH2:9]([O:11][C:12]([N:14]=[C:15]=[S:16])=[O:13])[CH3:10]. Product: [Br:8][C:4]1[N:3]=[C:2]([NH:1][C:15]([NH:14][C:12]([O:11][CH2:9][CH3:10])=[O:13])=[S:16])[CH:7]=[CH:6][CH:5]=1. The catalyst class is: 4. (4) Reactant: [CH3:1][Si:2]1([CH3:18])[CH2:6][C@@H:5]([C:7](OC)=[O:8])[N:4]([C:11]([O:13][C:14]([CH3:17])([CH3:16])[CH3:15])=[O:12])[CH2:3]1.CC(C[AlH]CC(C)C)C. Product: [OH:8][CH2:7][C@H:5]1[N:4]([C:11]([O:13][C:14]([CH3:15])([CH3:16])[CH3:17])=[O:12])[CH2:3][Si:2]([CH3:1])([CH3:18])[CH2:6]1. The catalyst class is: 4.